Dataset: Full USPTO retrosynthesis dataset with 1.9M reactions from patents (1976-2016). Task: Predict the reactants needed to synthesize the given product. (1) Given the product [CH3:21][O:20][C:17]1[CH:18]=[CH:19][C:13]2[CH:12]=[C:11]([CH2:9][OH:8])[S:15][C:14]=2[CH:16]=1, predict the reactants needed to synthesize it. The reactants are: O1CCCC1.C([O:8][C:9]([C:11]1[S:15][C:14]2[CH:16]=[C:17]([O:20][CH3:21])[CH:18]=[CH:19][C:13]=2[CH:12]=1)=O)C.[H-].[Al+3].[Li+].[H-].[H-].[H-].O. (2) Given the product [CH:1]1[C:2](=[O:16])[CH:3]=[CH:4][C:5]2=[N:6][C:7]3[CH:15]=[CH:14][CH:13]=[CH:12][C:8]=3[CH:9]=[CH:10][C:11]=12, predict the reactants needed to synthesize it. The reactants are: [CH:1]1[C:11]2[CH:10]=[CH:9][C:8]3[CH:12]=[CH:13][CH:14]=[CH:15][C:7]=3[NH:6][C:5]=2[CH:4]=[CH:3][CH:2]=1.[OH2:16].